From a dataset of NCI-60 drug combinations with 297,098 pairs across 59 cell lines. Regression. Given two drug SMILES strings and cell line genomic features, predict the synergy score measuring deviation from expected non-interaction effect. Drug 1: C1=CC(=CC=C1C#N)C(C2=CC=C(C=C2)C#N)N3C=NC=N3. Drug 2: CC1C(C(CC(O1)OC2CC(CC3=C2C(=C4C(=C3O)C(=O)C5=CC=CC=C5C4=O)O)(C(=O)C)O)N)O. Cell line: A498. Synergy scores: CSS=70.0, Synergy_ZIP=-2.99, Synergy_Bliss=-2.04, Synergy_Loewe=-7.13, Synergy_HSA=4.69.